This data is from Full USPTO retrosynthesis dataset with 1.9M reactions from patents (1976-2016). The task is: Predict the reactants needed to synthesize the given product. (1) Given the product [Cl:21][C:22]1[NH:30][C:29]2[C:28](=[O:34])[N:27]([CH2:14][CH2:15][CH2:16][N:11]3[N:10]=[N:9][C:8]([CH2:1][C:2]4[CH:3]=[CH:4][CH:5]=[CH:6][CH:7]=4)=[N:12]3)[C:26](=[O:35])[N:25]([CH2:36][CH2:37][CH2:38][CH2:39][CH3:40])[C:24]=2[N:23]=1, predict the reactants needed to synthesize it. The reactants are: [CH2:1]([C:8]1[NH:12][N:11]=[N:10][N:9]=1)[C:2]1[CH:7]=[CH:6][CH:5]=[CH:4][CH:3]=1.Cl[CH2:14][CH2:15][CH2:16]I.C[O-].[Na+].[Cl:21][C:22]1[N:30](CC=C)[C:29]2[C:28](=[O:34])[NH:27][C:26](=[O:35])[N:25]([CH2:36][CH2:37][CH2:38][CH2:39][CH3:40])[C:24]=2[N:23]=1.C([O-])([O-])=O.[Cs+].[Cs+].N1CCOCC1. (2) Given the product [Cl:1][C:2]1[CH:3]=[CH:4][CH:5]=[C:6]2[C:11]=1[C:10]([C:12]([Cl:44])=[O:13])=[N:9][C:8]([C@@H:15]([NH:17][C:18]1[N:26]=[CH:25][N:24]=[C:23]3[C:19]=1[N:20]=[CH:21][N:22]3[CH2:27][C:28]1[CH:33]=[CH:32][C:31]([O:34][CH3:35])=[CH:30][CH:29]=1)[CH3:16])=[CH:7]2, predict the reactants needed to synthesize it. The reactants are: [Cl:1][C:2]1[CH:3]=[CH:4][CH:5]=[C:6]2[C:11]=1[C:10]([C:12](O)=[O:13])=[N:9][C:8]([C@@H:15]([NH:17][C:18]1[N:26]=[CH:25][N:24]=[C:23]3[C:19]=1[N:20]=[CH:21][N:22]3[CH2:27][C:28]1[CH:33]=[CH:32][C:31]([O:34][CH3:35])=[CH:30][CH:29]=1)[CH3:16])=[CH:7]2.CN(C=O)C.C(Cl)(=O)C([Cl:44])=O. (3) Given the product [NH2:5][CH:6]([C:7]1[CH:12]=[CH:11][CH:10]=[CH:9][CH:8]=1)[C:1]#[N:2], predict the reactants needed to synthesize it. The reactants are: [C-:1]#[N:2].[Na+].[Cl-].[NH4+:5].[CH:6](=O)[C:7]1[CH:12]=[CH:11][CH:10]=[CH:9][CH:8]=1. (4) Given the product [F:12][C:13]1[CH:14]=[C:15]([CH:18]=[CH:19][C:20]=1[F:21])[CH2:16][N:17]=[C:2]1[C:11]2[C:6](=[CH:7][CH:8]=[CH:9][CH:10]=2)[N:5]([CH2:26][C:25]2[CH:28]=[CH:29][C:30]([F:31])=[C:23]([F:22])[CH:24]=2)[CH:4]=[CH:3]1, predict the reactants needed to synthesize it. The reactants are: Cl[C:2]1[C:11]2[C:6](=[CH:7][CH:8]=[CH:9][CH:10]=2)[N:5]=[CH:4][CH:3]=1.[F:12][C:13]1[CH:14]=[C:15]([CH:18]=[CH:19][C:20]=1[F:21])[CH2:16][NH2:17].[F:22][C:23]1[CH:24]=[C:25]([CH:28]=[CH:29][C:30]=1[F:31])[CH2:26]Br. (5) Given the product [F:1][C:2]([F:25])([C:18]1[CH:23]=[CH:22][C:21]([F:24])=[CH:20][N:19]=1)[C:3]1[N:12]=[C:11]([NH:55][C:52]2[CH:51]=[C:50]([CH3:49])[NH:54][N:53]=2)[C:10]2[C:5](=[C:6]([C:15]([NH2:17])=[O:16])[CH:7]=[CH:8][CH:9]=2)[N:4]=1, predict the reactants needed to synthesize it. The reactants are: [F:1][C:2]([F:25])([C:18]1[CH:23]=[CH:22][C:21]([F:24])=[CH:20][N:19]=1)[C:3]1[N:12]=[C:11](SC)[C:10]2[C:5](=[C:6]([C:15]([NH2:17])=[O:16])[CH:7]=[CH:8][CH:9]=2)[N:4]=1.ClC1C=CC=C(C(OO)=O)C=1.S([O-])([O-])(=O)=S.[Na+].[Na+].C(=O)(O)[O-].[Na+].[CH3:49][C:50]1[NH:54][N:53]=[C:52]([NH2:55])[CH:51]=1. (6) Given the product [CH:10]([C:11]1[CH:12]=[CH:13][C:14]([NH:17][C:18](=[O:20])[CH3:19])=[N:15][CH:16]=1)=[O:9], predict the reactants needed to synthesize it. The reactants are: C[N+]1([O-])CCOCC1.[OH:9][CH2:10][C:11]1[CH:12]=[CH:13][C:14]([NH:17][C:18](=[O:20])[CH3:19])=[N:15][CH:16]=1.ClCCl. (7) Given the product [NH2:1][C:2]1[C:7]([N:8]2[CH2:12][C:11]([CH3:15])([CH3:14])[O:10][C:9]2=[O:16])=[C:6]([NH2:17])[N:5]=[C:4]([C:18]2[C:26]3[C:21](=[N:22][CH:23]=[CH:24][CH:25]=3)[N:20]([CH2:27][C:28]3[CH:33]=[CH:32][CH:31]=[CH:30][C:29]=3[F:34])[N:19]=2)[N:3]=1, predict the reactants needed to synthesize it. The reactants are: [NH2:1][C:2]1[C:7]([NH:8][C:9](=[O:16])[O:10][C:11]([CH3:15])([CH3:14])[CH2:12]Cl)=[C:6]([NH2:17])[N:5]=[C:4]([C:18]2[C:26]3[C:21](=[N:22][CH:23]=[CH:24][CH:25]=3)[N:20]([CH2:27][C:28]3[CH:33]=[CH:32][CH:31]=[CH:30][C:29]=3[F:34])[N:19]=2)[N:3]=1.C(=O)([O-])O.[Na+]. (8) Given the product [C:1]([O:4][CH2:5][C:6]([CH3:36])([CH3:35])[CH2:7][N:8]1[C:14]2[CH:15]=[CH:16][C:17]([Cl:19])=[CH:18][C:13]=2[C@@H:12]([C:20]2[CH:25]=[CH:24][CH:23]=[C:22]([O:26][CH3:27])[C:21]=2[O:28][CH3:29])[O:11][C@H:10]([CH2:30][C:31]([NH:39][C:55]2[S:54][CH:53]=[N:57][C:56]=2[C:58]([O:60][CH2:61][CH3:62])=[O:59])=[O:33])[C:9]1=[O:34])(=[O:3])[CH3:2], predict the reactants needed to synthesize it. The reactants are: [C:1]([O:4][CH2:5][C:6]([CH3:36])([CH3:35])[CH2:7][N:8]1[C:14]2[CH:15]=[CH:16][C:17]([Cl:19])=[CH:18][C:13]=2[C@@H:12]([C:20]2[CH:25]=[CH:24][CH:23]=[C:22]([O:26][CH3:27])[C:21]=2[O:28][CH3:29])[O:11][C@H:10]([CH2:30][C:31]([OH:33])=O)[C:9]1=[O:34])(=[O:3])[CH3:2].C([N:39](CC)CC)C.ClC(OCC(C)C)=O.N[C:53]1[S:54][CH:55]=[C:56]([C:58]([O:60][CH2:61][CH3:62])=[O:59])[N:57]=1.N1C=CC=CC=1. (9) Given the product [CH3:1][N:2]1[C:6]2[CH:7]=[CH:8][C:9]([N:11]3[CH:16]=[C:15]([C:17]([O:19][CH3:41])=[O:18])[C:14](=[O:20])[N:13]([CH:21]4[C:30]5[C:25](=[C:26]([C:31]([F:34])([F:33])[F:32])[CH:27]=[CH:28][CH:29]=5)[CH2:24][CH2:23][CH2:22]4)[C:12]3=[O:35])=[CH:10][C:5]=2[S:4][C:3]1=[O:36], predict the reactants needed to synthesize it. The reactants are: [CH3:1][N:2]1[C:6]2[CH:7]=[CH:8][C:9]([N:11]3[CH:16]=[C:15]([C:17]([OH:19])=[O:18])[C:14](=[O:20])[N:13]([CH:21]4[C:30]5[C:25](=[C:26]([C:31]([F:34])([F:33])[F:32])[CH:27]=[CH:28][CH:29]=5)[CH2:24][CH2:23][CH2:22]4)[C:12]3=[O:35])=[CH:10][C:5]=2[S:4][C:3]1=[O:36].S(Cl)(Cl)=O.[CH3:41]O.